Dataset: Forward reaction prediction with 1.9M reactions from USPTO patents (1976-2016). Task: Predict the product of the given reaction. (1) Given the reactants [NH2:1][CH2:2][C:3]1[C:8]([CH3:9])=[N:7][C:6]2[N:10]([CH2:13][CH3:14])[N:11]=[CH:12][C:5]=2[C:4]=1[NH:15][CH:16]1[CH2:21][CH2:20][O:19][CH2:18][CH2:17]1.[CH3:22][C:23]1[N:28]=[CH:27][C:26]([C:29](O)=[O:30])=[CH:25][N:24]=1, predict the reaction product. The product is: [CH2:13]([N:10]1[C:6]2=[N:7][C:8]([CH3:9])=[C:3]([CH2:2][NH:1][C:29]([C:26]3[CH:25]=[N:24][C:23]([CH3:22])=[N:28][CH:27]=3)=[O:30])[C:4]([NH:15][CH:16]3[CH2:17][CH2:18][O:19][CH2:20][CH2:21]3)=[C:5]2[CH:12]=[N:11]1)[CH3:14]. (2) Given the reactants C([O:3][C:4]([C:6]1([NH:15][C:16]([C:18]2[C:27]3[O:26][CH2:25][O:24][CH2:23][C:22]=3[CH:21]=[C:20]([F:28])[CH:19]=2)=[O:17])[CH2:14][C:13]2[C:8](=[CH:9][CH:10]=[CH:11][CH:12]=2)[CH2:7]1)=[O:5])C.[OH-].[K+].O, predict the reaction product. The product is: [F:28][C:20]1[CH:19]=[C:18]([C:16]([NH:15][C:6]2([C:4]([OH:5])=[O:3])[CH2:7][C:8]3[C:13](=[CH:12][CH:11]=[CH:10][CH:9]=3)[CH2:14]2)=[O:17])[C:27]2[O:26][CH2:25][O:24][CH2:23][C:22]=2[CH:21]=1. (3) Given the reactants [NH2:1][C:2]1[CH:7]=[CH:6][CH:5]=[CH:4][C:3]=1[SH:8].[Cl:9][C:10]1[CH:15]=[CH:14][C:13]([CH:16]2[CH2:22][C:21](=O)[O:20][C:18](=[O:19])[CH2:17]2)=[CH:12][CH:11]=1, predict the reaction product. The product is: [S:8]1[C:3]2[CH:4]=[CH:5][CH:6]=[CH:7][C:2]=2[N:1]=[C:21]1[CH2:22][CH:16]([C:13]1[CH:12]=[CH:11][C:10]([Cl:9])=[CH:15][CH:14]=1)[CH2:17][C:18]([OH:20])=[O:19].